This data is from Peptide-MHC class II binding affinity with 134,281 pairs from IEDB. The task is: Regression. Given a peptide amino acid sequence and an MHC pseudo amino acid sequence, predict their binding affinity value. This is MHC class II binding data. (1) The peptide sequence is YDKFLANVSTNLTGK. The MHC is DRB1_0802 with pseudo-sequence DRB1_0802. The binding affinity (normalized) is 0.852. (2) The peptide sequence is SQDLELSWNLNGLQAG. The MHC is HLA-DQA10301-DQB10302 with pseudo-sequence HLA-DQA10301-DQB10302. The binding affinity (normalized) is 0.379. (3) The peptide sequence is QKQITKIQNFRVYYR. The MHC is DRB1_1201 with pseudo-sequence DRB1_1201. The binding affinity (normalized) is 0.554. (4) The peptide sequence is VQAPVGAITTIEDPV. The MHC is DRB1_1101 with pseudo-sequence DRB1_1101. The binding affinity (normalized) is 0.0576. (5) The peptide sequence is SLYVRASGRVTVSTK. The MHC is DRB1_0701 with pseudo-sequence DRB1_0701. The binding affinity (normalized) is 0.549. (6) The peptide sequence is GPSSDPAWERNDPTQQIPKL. The MHC is DRB1_0301 with pseudo-sequence DRB1_0301. The binding affinity (normalized) is 0. (7) The peptide sequence is SLFIGLKGDIRESTV. The MHC is DRB3_0101 with pseudo-sequence DRB3_0101. The binding affinity (normalized) is 0.144.